From a dataset of Catalyst prediction with 721,799 reactions and 888 catalyst types from USPTO. Predict which catalyst facilitates the given reaction. Reactant: O=C(Cl)[O:3][C:4](Cl)(Cl)[Cl:5].[CH:9]1[C:21]2[CH:20]([CH2:22][O:23][C:24]([N:26]3[CH2:31][CH2:30][CH:29]([C:32]4[O:36][N:35]=[C:34]([C@@H:37]5[CH2:42][CH2:41][C@@H:40]([NH:43][O:44][CH2:45][C:46]6[CH:51]=[CH:50][CH:49]=[CH:48][CH:47]=6)[CH2:39][N:38]5[C:52]([O:54][C:55]([CH3:58])([CH3:57])[CH3:56])=[O:53])[N:33]=4)[CH2:28][CH2:27]3)=[O:25])[C:19]3[C:14](=[CH:15][CH:16]=[CH:17][CH:18]=3)[C:13]=2[CH:12]=[CH:11][CH:10]=1. Product: [CH:18]1[C:19]2[CH:20]([CH2:22][O:23][C:24]([N:26]3[CH2:27][CH2:28][CH:29]([C:32]4[O:36][N:35]=[C:34]([C@@H:37]5[CH2:42][CH2:41][C@@H:40]([N:43]([O:44][CH2:45][C:46]6[CH:51]=[CH:50][CH:49]=[CH:48][CH:47]=6)[C:4]([Cl:5])=[O:3])[CH2:39][N:38]5[C:52]([O:54][C:55]([CH3:58])([CH3:57])[CH3:56])=[O:53])[N:33]=4)[CH2:30][CH2:31]3)=[O:25])[C:21]3[C:13](=[CH:12][CH:11]=[CH:10][CH:9]=3)[C:14]=2[CH:15]=[CH:16][CH:17]=1. The catalyst class is: 2.